Dataset: Catalyst prediction with 721,799 reactions and 888 catalyst types from USPTO. Task: Predict which catalyst facilitates the given reaction. (1) Reactant: [CH3:1][C:2]1[CH:7]=[C:6]([O:8][CH2:9][CH2:10][CH2:11][C:12](=[O:27])[NH:13][CH2:14][CH2:15][NH:16]C(OCC2C=CC=CC=2)=O)[CH:5]=[C:4]([CH3:28])[C:3]=1[S:29]([NH:32][C@@H:33]([CH2:38][NH:39][C:40]([C:42]1[CH:50]=[C:49]2[C:45]([C:46]([CH2:52][CH2:53][CH2:54][NH:55][C:56]3[CH:61]=[CH:60][CH:59]=[CH:58][N:57]=3)=[N:47][N:48]2[CH3:51])=[CH:44][CH:43]=1)=[O:41])[C:34]([O:36][CH3:37])=[O:35])(=[O:31])=[O:30].FC(F)(F)C(O)=O. Product: [NH2:16][CH2:15][CH2:14][NH:13][C:12]([CH2:11][CH2:10][CH2:9][O:8][C:6]1[CH:5]=[C:4]([CH3:28])[C:3]([S:29]([NH:32][C@@H:33]([CH2:38][NH:39][C:40]([C:42]2[CH:50]=[C:49]3[C:45]([C:46]([CH2:52][CH2:53][CH2:54][NH:55][C:56]4[CH2:61][CH2:60][CH2:59][CH2:58][N:57]=4)=[N:47][N:48]3[CH3:51])=[CH:44][CH:43]=2)=[O:41])[C:34]([O:36][CH3:37])=[O:35])(=[O:30])=[O:31])=[C:2]([CH3:1])[CH:7]=1)=[O:27]. The catalyst class is: 19. (2) Reactant: [Si:1]([O:8][CH2:9][C:10]1[N:11]([CH3:25])[C:12]2[CH:13]=[CH:14][C:15]3[CH:23]([OH:24])[CH2:22][CH2:21][CH:20]=[CH:19][C:16]=3[C:17]=2[CH:18]=1)([C:4]([CH3:7])([CH3:6])[CH3:5])([CH3:3])[CH3:2]. Product: [Si:1]([O:8][CH2:9][C:10]1[N:11]([CH3:25])[C:12]2[CH:13]=[CH:14][C:15]3[CH:23]([OH:24])[CH2:22][CH2:21][CH2:20][CH2:19][C:16]=3[C:17]=2[CH:18]=1)([C:4]([CH3:7])([CH3:6])[CH3:5])([CH3:3])[CH3:2]. The catalyst class is: 99.